This data is from NCI-60 drug combinations with 297,098 pairs across 59 cell lines. The task is: Regression. Given two drug SMILES strings and cell line genomic features, predict the synergy score measuring deviation from expected non-interaction effect. (1) Drug 1: CCCS(=O)(=O)NC1=C(C(=C(C=C1)F)C(=O)C2=CNC3=C2C=C(C=N3)C4=CC=C(C=C4)Cl)F. Cell line: SK-MEL-5. Synergy scores: CSS=2.31, Synergy_ZIP=-5.86, Synergy_Bliss=-5.61, Synergy_Loewe=-28.1, Synergy_HSA=-9.91. Drug 2: C(CCl)NC(=O)N(CCCl)N=O. (2) Synergy scores: CSS=0.501, Synergy_ZIP=0.949, Synergy_Bliss=2.24, Synergy_Loewe=2.00, Synergy_HSA=-1.18. Drug 1: CC1=C(C=C(C=C1)C(=O)NC2=CC(=CC(=C2)C(F)(F)F)N3C=C(N=C3)C)NC4=NC=CC(=N4)C5=CN=CC=C5. Cell line: HT29. Drug 2: COCCOC1=C(C=C2C(=C1)C(=NC=N2)NC3=CC=CC(=C3)C#C)OCCOC.Cl. (3) Synergy scores: CSS=-10.6, Synergy_ZIP=4.22, Synergy_Bliss=0.408, Synergy_Loewe=-2.82, Synergy_HSA=-5.22. Cell line: PC-3. Drug 1: CCCCCOC(=O)NC1=NC(=O)N(C=C1F)C2C(C(C(O2)C)O)O. Drug 2: COC1=C2C(=CC3=C1OC=C3)C=CC(=O)O2. (4) Drug 1: CC(CN1CC(=O)NC(=O)C1)N2CC(=O)NC(=O)C2. Drug 2: CN1C(=O)N2C=NC(=C2N=N1)C(=O)N. Cell line: SN12C. Synergy scores: CSS=25.5, Synergy_ZIP=-7.01, Synergy_Bliss=-1.53, Synergy_Loewe=-4.63, Synergy_HSA=-1.01. (5) Drug 1: C(=O)(N)NO. Drug 2: CCC1(CC2CC(C3=C(CCN(C2)C1)C4=CC=CC=C4N3)(C5=C(C=C6C(=C5)C78CCN9C7C(C=CC9)(C(C(C8N6C)(C(=O)OC)O)OC(=O)C)CC)OC)C(=O)OC)O.OS(=O)(=O)O. Cell line: NCI-H522. Synergy scores: CSS=-2.08, Synergy_ZIP=-0.462, Synergy_Bliss=-1.71, Synergy_Loewe=-4.63, Synergy_HSA=-2.62. (6) Synergy scores: CSS=4.62, Synergy_ZIP=0.759, Synergy_Bliss=4.74, Synergy_Loewe=3.69, Synergy_HSA=3.30. Drug 2: C1CN(P(=O)(OC1)NCCCl)CCCl. Drug 1: CCCS(=O)(=O)NC1=C(C(=C(C=C1)F)C(=O)C2=CNC3=C2C=C(C=N3)C4=CC=C(C=C4)Cl)F. Cell line: PC-3. (7) Drug 1: CC12CCC(CC1=CCC3C2CCC4(C3CC=C4C5=CN=CC=C5)C)O. Drug 2: C1=CN(C(=O)N=C1N)C2C(C(C(O2)CO)O)O.Cl. Cell line: TK-10. Synergy scores: CSS=30.0, Synergy_ZIP=-5.69, Synergy_Bliss=4.06, Synergy_Loewe=-19.2, Synergy_HSA=4.51. (8) Drug 1: C1CC(C1)(C(=O)O)C(=O)O.[NH2-].[NH2-].[Pt+2]. Drug 2: C(CCl)NC(=O)N(CCCl)N=O. Cell line: SW-620. Synergy scores: CSS=21.2, Synergy_ZIP=-6.49, Synergy_Bliss=-0.496, Synergy_Loewe=0.0640, Synergy_HSA=1.61.